Dataset: Full USPTO retrosynthesis dataset with 1.9M reactions from patents (1976-2016). Task: Predict the reactants needed to synthesize the given product. (1) Given the product [Br:1][C:2]1[CH:3]=[C:4]([C:14]([F:16])([F:17])[F:15])[C:5]2[N:6]([C:8]([N+:18]([O-:20])=[O:19])=[C:9]([C:11]([OH:13])=[O:12])[N:10]=2)[CH:7]=1, predict the reactants needed to synthesize it. The reactants are: [Br:1][C:2]1[CH:3]=[C:4]([C:14]([F:17])([F:16])[F:15])[C:5]2[N:6]([CH:8]=[C:9]([C:11]([OH:13])=[O:12])[N:10]=2)[CH:7]=1.[N+:18]([O-])([OH:20])=[O:19]. (2) Given the product [C:1]([C:4]1[C:22](=[O:23])[C@@:8]2([CH3:24])[C:9]3[C:15]([OH:16])=[CH:14][C:13]([O:17][CH3:18])=[C:12]([C:19]([NH:21][CH2:26][C:28]4[C:37]5[C:32](=[CH:33][CH:34]=[CH:35][CH:36]=5)[C:31]([NH:38][S:39]([C:42]5[CH:47]=[CH:46][CH:45]=[CH:44][CH:43]=5)(=[O:40])=[O:41])=[CH:30][CH:29]=4)=[O:20])[C:10]=3[O:11][C:7]2=[CH:6][C:5]=1[OH:25])(=[O:3])[CH3:2], predict the reactants needed to synthesize it. The reactants are: [C:1]([C:4]1[C:22](=[O:23])[C@@:8]2([CH3:24])[C:9]3[C:15]([OH:16])=[CH:14][C:13]([O:17][CH3:18])=[C:12]([C:19]([NH2:21])=[O:20])[C:10]=3[O:11][C:7]2=[CH:6][C:5]=1[OH:25])(=[O:3])[CH3:2].[CH:26]([C:28]1[C:37]2[C:32](=[CH:33][CH:34]=[CH:35][CH:36]=2)[C:31]([NH:38][S:39]([C:42]2[CH:47]=[CH:46][CH:45]=[CH:44][CH:43]=2)(=[O:41])=[O:40])=[CH:30][CH:29]=1)=O.C([SiH](CC)CC)C.FC(F)(F)C(O)=O. (3) The reactants are: [CH3:1][O:2][C:3]1[CH:4]=[C:5]2[C:10](=[CH:11][CH:12]=1)[CH:9]=[C:8]([CH:13]=[N:14][CH3:15])[CH:7]=[CH:6]2.[BH4-].[Na+].Cl. Given the product [CH3:1][O:2][C:3]1[CH:4]=[C:5]2[C:10](=[CH:11][CH:12]=1)[CH:9]=[C:8]([CH2:13][NH:14][CH3:15])[CH:7]=[CH:6]2, predict the reactants needed to synthesize it. (4) Given the product [CH2:1]([Sn:5]([I:24])([C:12]1[CH:17]=[CH:16][CH:15]=[CH:14][CH:13]=1)[C:6]1[CH:11]=[CH:10][CH:9]=[CH:8][CH:7]=1)[CH2:2][CH2:3][CH3:4], predict the reactants needed to synthesize it. The reactants are: [CH2:1]([Sn:5](C1C=CC=CC=1)([C:12]1[CH:17]=[CH:16][CH:15]=[CH:14][CH:13]=1)[C:6]1[CH:11]=[CH:10][CH:9]=[CH:8][CH:7]=1)[CH2:2][CH2:3][CH3:4].[I:24]I. (5) Given the product [N+:1]([CH2:4][CH2:5][C:6]1[CH:19]=[CH:18][C:9]([O:10][CH2:11][C:12]2[CH:17]=[CH:16][CH:15]=[CH:14][N:13]=2)=[CH:8][CH:7]=1)([O-:3])=[O:2], predict the reactants needed to synthesize it. The reactants are: [N+:1](/[CH:4]=[CH:5]/[C:6]1[CH:19]=[CH:18][C:9]([O:10][CH2:11][C:12]2[CH:17]=[CH:16][CH:15]=[CH:14][N:13]=2)=[CH:8][CH:7]=1)([O-:3])=[O:2].CS(C)=O.[BH4-].[Na+].